Dataset: Reaction yield outcomes from USPTO patents with 853,638 reactions. Task: Predict the reaction yield, written as a fraction of the theoretical maximum amount of product (1.0 means a 100% yield; for example, 0.34 means a 34% yield). (1) The reactants are [N+:1]([C:4]1[CH:8]=[CH:7][NH:6][N:5]=1)([O-:3])=[O:2].C(=O)([O-])[O-].[K+].[K+].[CH2:15]1[O:17][C@H:16]1[CH2:18][OH:19]. The product is [N+:1]([C:4]1[CH:8]=[CH:7][N:6]([CH2:15][C@@H:16]([OH:17])[CH2:18][OH:19])[N:5]=1)([O-:3])=[O:2]. The catalyst is CN(C)C=O. The yield is 0.640. (2) The reactants are [F:1][C:2]1[CH:25]=[CH:24][C:5]([CH2:6][O:7][C:8]2[CH:17]=[C:16]3[C:11]([CH:12]=[C:13](C(OCC)=O)[C:14]([CH3:18])=[N:15]3)=[CH:10][CH:9]=2)=[CH:4][CH:3]=1.C[Mg]Br. The catalyst is C1COCC1. The product is [F:1][C:2]1[CH:25]=[CH:24][C:5]([CH2:6][O:7][C:8]2[CH:17]=[C:16]3[C:11]([CH:12]=[C:13]([C:8]([OH:7])([CH3:17])[CH3:9])[C:14]([CH3:18])=[N:15]3)=[CH:10][CH:9]=2)=[CH:4][CH:3]=1. The yield is 0.450.